Dataset: Reaction yield outcomes from USPTO patents with 853,638 reactions. Task: Predict the reaction yield, written as a fraction of the theoretical maximum amount of product (1.0 means a 100% yield; for example, 0.34 means a 34% yield). (1) The reactants are [CH2:1]([N:5]1[C:14]2[C:9](=[N:10][CH:11]=[C:12]([CH2:15][C:16]3[CH:21]=[CH:20][C:19]([F:22])=[CH:18][CH:17]=3)[CH:13]=2)[C:8]([OH:23])=[C:7]([C:24](OCC)=[O:25])[C:6]1=[O:29])[CH2:2][CH2:3][CH3:4].[NH2:30][CH2:31][C@@H:32]([OH:34])[CH3:33]. No catalyst specified. The product is [CH2:1]([N:5]1[C:14]2[C:9](=[N:10][CH:11]=[C:12]([CH2:15][C:16]3[CH:21]=[CH:20][C:19]([F:22])=[CH:18][CH:17]=3)[CH:13]=2)[C:8]([OH:23])=[C:7]([C:24]([NH:30][CH2:31][C@@H:32]([OH:34])[CH3:33])=[O:25])[C:6]1=[O:29])[CH2:2][CH2:3][CH3:4]. The yield is 0.630. (2) The reactants are [CH3:1][O:2][C:3]([C:5]1[S:9][C:8]([N:10]2[CH2:15][CH2:14][NH:13][CH2:12][CH2:11]2)=[N:7][CH:6]=1)=[O:4].[CH3:16][O:17][C:18]1[CH:19]=[C:20]([S:26](Cl)(=[O:28])=[O:27])[CH:21]=[CH:22][C:23]=1[O:24][CH3:25].C(N(CC)CC)C.O. The catalyst is ClCCl. The product is [CH3:1][O:2][C:3]([C:5]1[S:9][C:8]([N:10]2[CH2:11][CH2:12][N:13]([S:26]([C:20]3[CH:21]=[CH:22][C:23]([O:24][CH3:25])=[C:18]([O:17][CH3:16])[CH:19]=3)(=[O:28])=[O:27])[CH2:14][CH2:15]2)=[N:7][CH:6]=1)=[O:4]. The yield is 0.530. (3) The reactants are [N+:1]([C:4]1[CH:12]=[C:11]2[C:7]([CH:8]=[CH:9][NH:10]2)=[CH:6][CH:5]=1)([O-:3])=[O:2].CCN(C(C)C)C(C)C.[C:22](Br)([CH3:25])([CH3:24])[CH3:23]. The catalyst is CCCC[N+](CCCC)(CCCC)CCCC.[I-].C1(C)C=CC=CC=1.[O-]S(C(F)(F)F)(=O)=O.[Zn+2].[O-]S(C(F)(F)F)(=O)=O. The product is [C:22]([C:8]1[C:7]2[C:11](=[CH:12][C:4]([N+:1]([O-:3])=[O:2])=[CH:5][CH:6]=2)[NH:10][CH:9]=1)([CH3:25])([CH3:24])[CH3:23]. The yield is 0.190. (4) The reactants are [NH2:1][C@H:2]([C:5]([OH:7])=[O:6])[CH2:3][OH:4].[OH-].[Na+].[CH:10](=O)[C:11]1[CH:16]=[CH:15][CH:14]=[CH:13][CH:12]=1.[BH4-].[Na+]. The catalyst is C(OCC)C. The product is [CH2:10]([NH:1][C@H:2]([C:5]([OH:7])=[O:6])[CH2:3][OH:4])[C:11]1[CH:16]=[CH:15][CH:14]=[CH:13][CH:12]=1. The yield is 0.400. (5) The reactants are O/[N:2]=[C:3](/[C:5]1[S:9][C:8]([C:10]([O:12][CH3:13])=[O:11])=[CH:7][CH:6]=1)\[CH3:4].[ClH:14]. The catalyst is CO.[OH-].[OH-].[Pd+2]. The product is [ClH:14].[NH2:2][CH:3]([C:5]1[S:9][C:8]([C:10]([O:12][CH3:13])=[O:11])=[CH:7][CH:6]=1)[CH3:4]. The yield is 0.930. (6) The reactants are CO[C:3](=[O:31])[C:4]1[CH:9]=[CH:8][C:7]([C:10]2([C:23]3[CH:28]=[CH:27][CH:26]=[C:25]([O:29][CH3:30])[CH:24]=3)[CH2:15][CH2:14][N:13]([CH2:16][C:17]3[CH:22]=[CH:21][CH:20]=[CH:19][CH:18]=3)[CH2:12][CH2:11]2)=[CH:6][CH:5]=1.O.[NH2:33][NH2:34]. The catalyst is CO. The product is [CH2:16]([N:13]1[CH2:12][CH2:11][C:10]([C:7]2[CH:6]=[CH:5][C:4]([C:3]([NH:33][NH2:34])=[O:31])=[CH:9][CH:8]=2)([C:23]2[CH:28]=[CH:27][CH:26]=[C:25]([O:29][CH3:30])[CH:24]=2)[CH2:15][CH2:14]1)[C:17]1[CH:18]=[CH:19][CH:20]=[CH:21][CH:22]=1. The yield is 1.00. (7) The reactants are [Cl:1][C:2]1[CH:7]=[C:6]([Cl:8])[CH:5]=[CH:4][C:3]=1[C:9]1[N:10]=[C:11](/[CH:18]=[CH:19]/[C:20]2[CH:25]=[CH:24][C:23]([O:26][CH3:27])=[CH:22][CH:21]=2)[N:12]([CH2:14][C:15]([OH:17])=O)[CH:13]=1.[C:28]([C:32]1[CH:39]=[CH:38][C:35]([CH2:36][NH2:37])=[CH:34][CH:33]=1)([CH3:31])([CH3:30])[CH3:29]. No catalyst specified. The product is [C:28]([C:32]1[CH:33]=[CH:34][C:35]([CH2:36][NH:37][C:15](=[O:17])[CH2:14][N:12]2[CH:13]=[C:9]([C:3]3[CH:4]=[CH:5][C:6]([Cl:8])=[CH:7][C:2]=3[Cl:1])[N:10]=[C:11]2/[CH:18]=[CH:19]/[C:20]2[CH:25]=[CH:24][C:23]([O:26][CH3:27])=[CH:22][CH:21]=2)=[CH:38][CH:39]=1)([CH3:31])([CH3:29])[CH3:30]. The yield is 0.830. (8) The reactants are [OH:1][C:2]1[CH:7]=[C:6]([CH3:8])[C:5]([C:9](=[O:11])[CH3:10])=[C:4]([CH3:12])[CH:3]=1.Cl[C:14]1[N:19]=[CH:18][CH:17]=[CH:16][N:15]=1.C(=O)([O-])[O-].[K+].[K+].O. The catalyst is CN(C=O)C.[Cu]. The product is [CH3:12][C:4]1[CH:3]=[C:2]([O:1][C:14]2[N:19]=[CH:18][CH:17]=[CH:16][N:15]=2)[CH:7]=[C:6]([CH3:8])[C:5]=1[C:9](=[O:11])[CH3:10]. The yield is 0.550.